Regression. Given two drug SMILES strings and cell line genomic features, predict the synergy score measuring deviation from expected non-interaction effect. From a dataset of NCI-60 drug combinations with 297,098 pairs across 59 cell lines. (1) Drug 1: C1=CC(=CC=C1C#N)C(C2=CC=C(C=C2)C#N)N3C=NC=N3. Drug 2: C1C(C(OC1N2C=NC(=NC2=O)N)CO)O. Cell line: M14. Synergy scores: CSS=6.55, Synergy_ZIP=-3.39, Synergy_Bliss=-3.59, Synergy_Loewe=-2.50, Synergy_HSA=-2.29. (2) Drug 2: CC(C)NC(=O)C1=CC=C(C=C1)CNNC.Cl. Cell line: SN12C. Drug 1: CC1OCC2C(O1)C(C(C(O2)OC3C4COC(=O)C4C(C5=CC6=C(C=C35)OCO6)C7=CC(=C(C(=C7)OC)O)OC)O)O. Synergy scores: CSS=29.0, Synergy_ZIP=-10.4, Synergy_Bliss=-4.87, Synergy_Loewe=-32.9, Synergy_HSA=-3.28. (3) Drug 2: C1=NC2=C(N=C(N=C2N1C3C(C(C(O3)CO)O)F)Cl)N. Cell line: PC-3. Drug 1: CC12CCC3C(C1CCC2O)C(CC4=C3C=CC(=C4)O)CCCCCCCCCS(=O)CCCC(C(F)(F)F)(F)F. Synergy scores: CSS=7.32, Synergy_ZIP=-2.28, Synergy_Bliss=1.19, Synergy_Loewe=-7.92, Synergy_HSA=-0.845. (4) Drug 1: CC12CCC(CC1=CCC3C2CCC4(C3CC=C4C5=CN=CC=C5)C)O. Drug 2: C1CN(CCN1C(=O)CCBr)C(=O)CCBr. Cell line: COLO 205. Synergy scores: CSS=6.58, Synergy_ZIP=-6.66, Synergy_Bliss=-0.779, Synergy_Loewe=-10.5, Synergy_HSA=-4.50. (5) Drug 1: C1=C(C(=O)NC(=O)N1)N(CCCl)CCCl. Drug 2: CC(C)(C#N)C1=CC(=CC(=C1)CN2C=NC=N2)C(C)(C)C#N. Cell line: MDA-MB-435. Synergy scores: CSS=-1.87, Synergy_ZIP=-0.140, Synergy_Bliss=-3.88, Synergy_Loewe=-6.06, Synergy_HSA=-6.95.